This data is from Full USPTO retrosynthesis dataset with 1.9M reactions from patents (1976-2016). The task is: Predict the reactants needed to synthesize the given product. (1) The reactants are: C(OC([C:8]12[CH2:16][NH:15][CH2:14][C:13]31[CH:11]([CH:12]3N)[CH2:10][CH2:9]2)=O)(C)(C)C.C([N:20](CC)CC)C.F[C:26]1[C:35]([CH3:36])=[C:34]2[C:29]([C:30](=[O:44])[C:31]([C:41]([OH:43])=[O:42])=[CH:32][N:33]2[C@@H:37]2[CH2:39][C@@H:38]2[F:40])=[CH:28][CH:27]=1. Given the product [NH2:20][C:8]12[CH2:16][N:15]([C:26]3[C:35]([CH3:36])=[C:34]4[C:29]([C:30](=[O:44])[C:31]([C:41]([OH:43])=[O:42])=[CH:32][N:33]4[C@@H:37]4[CH2:39][C@@H:38]4[F:40])=[CH:28][CH:27]=3)[CH2:14][C:13]31[CH:11]([CH2:12]3)[CH2:10][CH2:9]2, predict the reactants needed to synthesize it. (2) Given the product [C:1]([O:5][C:6]([N:8]1[CH2:13][C@@H:12]2[CH2:14][C@H:9]1[CH2:10][N:11]2[C:15]1[N:20]=[CH:19][C:18]([CH:22]=[CH2:23])=[CH:17][N:16]=1)=[O:7])([CH3:4])([CH3:3])[CH3:2], predict the reactants needed to synthesize it. The reactants are: [C:1]([O:5][C:6]([N:8]1[CH2:13][C@@H:12]2[CH2:14][C@H:9]1[CH2:10][N:11]2[C:15]1[N:20]=[CH:19][C:18](Br)=[CH:17][N:16]=1)=[O:7])([CH3:4])([CH3:3])[CH3:2].[CH2:22]([Sn](CCCC)(CCCC)C=C)[CH2:23]CC.C(OCC)(=O)C.O. (3) Given the product [CH3:2][CH:1]([CH3:6])[CH2:7][O:8][C:9]1[CH:14]=[CH:13][C:12]([Cl:15])=[CH:11][C:10]=1[CH2:16][Cl:17], predict the reactants needed to synthesize it. The reactants are: [C:1]1([CH2:7][O:8][C:9]2[CH:14]=[CH:13][C:12]([Cl:15])=[CH:11][C:10]=2[CH2:16][Cl:17])[CH:6]=CC=C[CH:2]=1.ClC1C=CC(OCC(C)C)=C(CO)C=1. (4) Given the product [SH:2][CH:3]([CH2:4][CH2:5][SH:1])[CH2:6][CH2:7][CH2:8][CH2:9][C:10]([O:12][CH2:13][C:14]1[C:27]2[C:28]3=[C:29]4[C:24](=[CH:25][CH:26]=2)[CH:23]=[CH:22][CH:21]=[C:20]4[CH:19]=[CH:18][C:17]3=[CH:16][CH:15]=1)=[O:11], predict the reactants needed to synthesize it. The reactants are: [S:1]1[CH2:5][CH2:4][CH:3]([CH2:6][CH2:7][CH2:8][CH2:9][C:10]([O:12][CH2:13][C:14]2[C:27]3[C:28]4=[C:29]5[C:24](=[CH:25][CH:26]=3)[CH:23]=[CH:22][CH:21]=[C:20]5[CH:19]=[CH:18][C:17]4=[CH:16][CH:15]=2)=[O:11])[S:2]1.[BH4-].[Na+]. (5) Given the product [OH:8][C:9]1[C:18](=[O:19])[N:17]2[C:12]([CH2:13][O:14][CH2:15][CH2:16]2)=[N:11][C:10]=1[C:20]([O:22][CH2:23][CH3:24])=[O:21], predict the reactants needed to synthesize it. The reactants are: C([O:8][C:9]1[C:18](=[O:19])[N:17]2[C:12]([CH2:13][O:14][CH2:15][CH2:16]2)=[N:11][C:10]=1[C:20]([O:22][CH2:23][CH3:24])=[O:21])C1C=CC=CC=1.[H][H].